This data is from Forward reaction prediction with 1.9M reactions from USPTO patents (1976-2016). The task is: Predict the product of the given reaction. (1) Given the reactants Cl[C:2]1[NH:3][C:4]2[N:5]([N:12]=[CH:13][C:14]=2[C:15]#[N:16])[C:6](=[O:11])[C:7]=1[CH:8]([CH3:10])[CH3:9].[NH:17]1[CH2:22][CH2:21][CH2:20][CH2:19][CH2:18]1.CC(OC1C=CC=C(OC(C)C)C=1C1C(P(C2CCCCC2)C2CCCCC2)=CC=CC=1)C.CC([O-])(C)C.[Na+], predict the reaction product. The product is: [CH:8]([C:7]1[C:6](=[O:11])[N:5]2[N:12]=[CH:13][C:14]([C:15]#[N:16])=[C:4]2[NH:3][C:2]=1[N:17]1[CH2:22][CH2:21][CH2:20][CH2:19][CH2:18]1)([CH3:10])[CH3:9]. (2) Given the reactants [C:1]([O:20]C)(=O)[CH2:2][CH2:3][CH2:4][CH2:5][CH2:6][CH2:7][CH2:8]/[CH:9]=[CH:10]\[CH2:11]/[CH:12]=[CH:13]\[CH2:14]/[CH:15]=[CH:16]\[CH2:17][CH3:18].[H-].[Na+].[OH-].[Na+], predict the reaction product. The product is: [CH3:17][CH2:16]/[CH:15]=[CH:14]\[CH2:13]/[CH:12]=[CH:11]\[CH2:10]/[CH:9]=[CH:8]\[CH2:7][CH2:6][CH2:5][CH2:4][CH2:3][CH2:2][CH2:1][C:1](=[O:20])[CH2:2][CH2:3][CH2:4][CH2:5][CH2:6][CH2:7][CH2:8]/[CH:9]=[CH:10]\[CH2:11]/[CH:12]=[CH:13]\[CH2:14]/[CH:15]=[CH:16]\[CH2:17][CH3:18]. (3) Given the reactants [Cl:1][C:2]1[CH:3]=[C:4]([NH:8][C:9]2[N:14]=[C:13]([C:15]3[CH:20]=[CH:19][N:18]=[C:17](Cl)[CH:16]=3)[CH:12]=[CH:11][N:10]=2)[CH:5]=[CH:6][CH:7]=1.[NH2:22][CH:23]([CH3:27])[CH2:24][O:25][CH3:26], predict the reaction product. The product is: [Cl:1][C:2]1[CH:3]=[C:4]([NH:8][C:9]2[N:14]=[C:13]([C:15]3[CH:20]=[CH:19][N:18]=[C:17]([NH:22][CH:23]([CH3:27])[CH2:24][O:25][CH3:26])[CH:16]=3)[CH:12]=[CH:11][N:10]=2)[CH:5]=[CH:6][CH:7]=1. (4) Given the reactants [CH3:1][O:2][C:3]1[CH:19]=[C:18]([O:20][CH3:21])[CH:17]=[CH:16][C:4]=1[CH2:5][O:6][NH:7][C:8](=[O:15])[CH2:9][CH2:10][CH2:11][CH2:12][CH2:13][NH2:14].C(N(CC)CC)C.[C:29]([N:37]=[C:38]=[S:39])(=[O:36])[C:30]1[CH:35]=[CH:34][CH:33]=[CH:32][CH:31]=1, predict the reaction product. The product is: [CH3:1][O:2][C:3]1[CH:19]=[C:18]([O:20][CH3:21])[CH:17]=[CH:16][C:4]=1[CH2:5][O:6][NH:7][C:8](=[O:15])[CH2:9][CH2:10][CH2:11][CH2:12][CH2:13][NH:14][C:38]([NH:37][C:29](=[O:36])[C:30]1[CH:31]=[CH:32][CH:33]=[CH:34][CH:35]=1)=[S:39]. (5) Given the reactants [NH2:1][C@H:2]([C@@H:8]([OH:10])[CH3:9])[C:3]([NH:5][CH2:6][CH3:7])=[O:4].CCN(CC)CC.[N:18]([C:21]1[CH:29]=[CH:28][C:24]([C:25](O)=[O:26])=[C:23]([OH:30])[CH:22]=1)=[N+:19]=[N-:20].C1C=CC2N(O)N=NC=2C=1.C1CCC(N=C=NC2CCCCC2)CC1, predict the reaction product. The product is: [N:18]([C:21]1[CH:29]=[CH:28][C:24]([C:25]([NH:1][C@H:2]([C@@H:8]([OH:10])[CH3:9])[C:3]([NH:5][CH2:6][CH3:7])=[O:4])=[O:26])=[C:23]([OH:30])[CH:22]=1)=[N+:19]=[N-:20]. (6) Given the reactants [NH2:1][C:2]1[C:3]([CH3:26])=[CH:4][C:5]([F:25])=[C:6]([CH:24]=1)[C:7]([NH:9][CH2:10][C:11]1[CH:16]=[CH:15][CH:14]=[CH:13][C:12]=1[N:17]1[CH2:22][CH2:21][N:20]([CH3:23])[CH2:19][CH2:18]1)=[O:8].[Br:27][C:28]1[CH:33]=[CH:32][N:31]2[C:34]([C:37](NC3C=C(C(=O)NCCOC(C)(C)C)C=CC=3F)=[O:38])=[CH:35][N:36]=[C:30]2[CH:29]=1, predict the reaction product. The product is: [Br:27][C:28]1[CH:33]=[CH:32][N:31]2[C:34]([C:37]([NH:1][C:2]3[CH:24]=[C:6]([C:7](=[O:8])[NH:9][CH2:10][C:11]4[CH:16]=[CH:15][CH:14]=[CH:13][C:12]=4[N:17]4[CH2:22][CH2:21][N:20]([CH3:23])[CH2:19][CH2:18]4)[C:5]([F:25])=[CH:4][C:3]=3[CH3:26])=[O:38])=[CH:35][N:36]=[C:30]2[CH:29]=1. (7) Given the reactants C(=O)([O-])O.[Na+].Cl.[NH2:7][OH:8].[F:9][C:10]1[CH:15]=[C:14]([C:16]([F:19])([F:18])[F:17])[C:13]([C:20]2[CH:25]=[CH:24][N:23]=[C:22]([C:26]#[N:27])[CH:21]=2)=[CH:12][CH:11]=1, predict the reaction product. The product is: [F:9][C:10]1[CH:15]=[C:14]([C:16]([F:19])([F:18])[F:17])[C:13]([C:20]2[CH:25]=[CH:24][N:23]=[C:22]([C:26](=[N:7][OH:8])[NH2:27])[CH:21]=2)=[CH:12][CH:11]=1. (8) The product is: [NH2:32][C:28]1[CH:27]=[C:26]([CH2:25][CH:24]([O:23][C:16]2[C:17]3[C:22](=[CH:21][CH:20]=[CH:19][CH:18]=3)[C:13]([NH:12][C:11]([NH:10][C:8]3[N:7]([C:42]4[CH:47]=[CH:46][C:45]([CH3:48])=[CH:44][CH:43]=4)[N:6]=[C:5]([C:1]([CH3:2])([CH3:4])[CH3:3])[CH:9]=3)=[O:41])=[CH:14][CH:15]=2)[CH3:40])[CH:31]=[CH:30][N:29]=1. Given the reactants [C:1]([C:5]1[CH:9]=[C:8]([NH:10][C:11](=[O:41])[NH:12][C:13]2[C:22]3[C:17](=[CH:18][CH:19]=[CH:20][CH:21]=3)[C:16]([O:23][CH:24]([CH3:40])[CH2:25][C:26]3[CH:31]=[CH:30][N:29]=[C:28]([NH:32]C(=O)OC(C)(C)C)[CH:27]=3)=[CH:15][CH:14]=2)[N:7]([C:42]2[CH:47]=[CH:46][C:45]([CH3:48])=[CH:44][CH:43]=2)[N:6]=1)([CH3:4])([CH3:3])[CH3:2].C(O)(C(F)(F)F)=O, predict the reaction product. (9) Given the reactants Br[C:2]1[CH:7]=[CH:6][C:5]([C:8]2[N:12]=[C:11]([CH2:13][N:14]3[CH2:18][CH2:17][C:16]([C:26]4[CH:31]=[CH:30][C:29]([F:32])=[CH:28][CH:27]=4)([C:19]4[CH:24]=[CH:23][C:22]([F:25])=[CH:21][CH:20]=4)[C:15]3=[O:33])[O:10][N:9]=2)=[CH:4][CH:3]=1.C(=O)([O-])[O-].[Na+].[Na+].[CH3:40][N:41](C)C(=O)C, predict the reaction product. The product is: [F:25][C:22]1[CH:23]=[CH:24][C:19]([C:16]2([C:26]3[CH:31]=[CH:30][C:29]([F:32])=[CH:28][CH:27]=3)[CH2:17][CH2:18][N:14]([CH2:13][C:11]3[O:10][N:9]=[C:8]([C:5]4[CH:6]=[CH:7][C:2]([C:40]#[N:41])=[CH:3][CH:4]=4)[N:12]=3)[C:15]2=[O:33])=[CH:20][CH:21]=1. (10) Given the reactants [N:1]1[C:6]2[S:7][CH:8]=[CH:9][C:5]=2[C:4](=O)[NH:3][CH:2]=1.[Cl:11]C1C2SC=CC=2N=CN=1, predict the reaction product. The product is: [Cl:11][C:4]1[C:5]2[CH:9]=[CH:8][S:7][C:6]=2[N:1]=[CH:2][N:3]=1.